This data is from Reaction yield outcomes from USPTO patents with 853,638 reactions. The task is: Predict the reaction yield, written as a fraction of the theoretical maximum amount of product (1.0 means a 100% yield; for example, 0.34 means a 34% yield). (1) No catalyst specified. The reactants are Br[C:2]1[CH:3]=[CH:4][C:5]2[C:6]3[CH2:24][N:23]([C:25]([O:27][C:28]([CH3:31])([CH3:30])[CH3:29])=[O:26])[CH2:22][CH2:21][C:7]=3[N:8]([Si](C(C)C)(C(C)C)C(C)C)[C:9]=2[CH:10]=1.[F:32][C:33]([F:48])([F:47])[C:34]1[N:39]=[N:38][C:37]([C:40]2[CH:45]=[CH:44][NH:43][C:42](=[O:46])[CH:41]=2)=[CH:36][CH:35]=1. The product is [O:46]=[C:42]1[CH:41]=[C:40]([C:37]2[N:38]=[N:39][C:34]([C:33]([F:48])([F:47])[F:32])=[CH:35][CH:36]=2)[CH:45]=[CH:44][N:43]1[C:2]1[CH:3]=[CH:4][C:5]2[C:6]3[CH2:24][N:23]([C:25]([O:27][C:28]([CH3:29])([CH3:31])[CH3:30])=[O:26])[CH2:22][CH2:21][C:7]=3[NH:8][C:9]=2[CH:10]=1. The yield is 0.300. (2) The reactants are C(=O)([O-])[O-].[K+].[K+].[Cl:7][C:8]1[CH:13]=[CH:12][CH:11]=[CH:10][C:9]=1[N:14]1[C:22]2[CH2:21][CH2:20][N:19]([N:23]3[CH2:28][CH2:27][CH2:26][CH2:25][CH2:24]3)[C:18](=[O:29])[C:17]=2[C:16]([CH3:30])=[C:15]1[C:31]1[CH:36]=[CH:35][C:34]([OH:37])=[CH:33][CH:32]=1.I[CH2:39][CH2:40][CH2:41][C:42]([F:45])([F:44])[F:43].O. The catalyst is CN(C=O)C. The product is [Cl:7][C:8]1[CH:13]=[CH:12][CH:11]=[CH:10][C:9]=1[N:14]1[C:22]2[CH2:21][CH2:20][N:19]([N:23]3[CH2:24][CH2:25][CH2:26][CH2:27][CH2:28]3)[C:18](=[O:29])[C:17]=2[C:16]([CH3:30])=[C:15]1[C:31]1[CH:32]=[CH:33][C:34]([O:37][CH2:39][CH2:40][CH2:41][C:42]([F:45])([F:44])[F:43])=[CH:35][CH:36]=1. The yield is 0.400.